Dataset: Reaction yield outcomes from USPTO patents with 853,638 reactions. Task: Predict the reaction yield, written as a fraction of the theoretical maximum amount of product (1.0 means a 100% yield; for example, 0.34 means a 34% yield). (1) The reactants are [Br:1][CH2:2][CH2:3][C:4]1[CH:12]=[CH:11][C:7]([C:8]([OH:10])=[O:9])=[CH:6][CH:5]=1.[CH3:13]O. The catalyst is OS(O)(=O)=O. The product is [Br:1][CH2:2][CH2:3][C:4]1[CH:12]=[CH:11][C:7]([C:8]([O:10][CH3:13])=[O:9])=[CH:6][CH:5]=1. The yield is 0.980. (2) The reactants are [NH:1]1[C:9]2[C:4](=[CH:5][CH:6]=[C:7]([NH:10][C:11]3[N:20]=[C:19](Cl)[CH:18]=[C:17]([C:22]#[N:23])[C:12]=3[C:13]([O:15][CH3:16])=[O:14])[CH:8]=2)[CH:3]=[N:2]1.[NH2:24][C@@H:25]1[CH2:30][CH2:29][CH2:28][CH2:27][C@@H:26]1[NH:31][C:32](=[O:38])[O:33][C:34]([CH3:37])([CH3:36])[CH3:35].CCN(CC)CC.O. The catalyst is C1COCC1.CCOC(C)=O. The product is [NH:1]1[C:9]2[C:4](=[CH:5][CH:6]=[C:7]([NH:10][C:11]3[N:20]=[C:19]([NH:24][C@@H:25]4[CH2:30][CH2:29][CH2:28][CH2:27][C@@H:26]4[NH:31][C:32]([O:33][C:34]([CH3:37])([CH3:36])[CH3:35])=[O:38])[CH:18]=[C:17]([C:22]#[N:23])[C:12]=3[C:13]([O:15][CH3:16])=[O:14])[CH:8]=2)[CH:3]=[N:2]1. The yield is 0.620. (3) The reactants are Br[C:2]1[CH:26]=[CH:25][C:5]([O:6][CH2:7][C:8]2[N:19]=[C:18]3[N:10]([C:11](=[O:24])[N:12]([CH2:20][CH2:21][CH2:22][CH3:23])[C:13]4[N:14]=[CH:15][NH:16][C:17]=43)[N:9]=2)=[CH:4][CH:3]=1.[N:27]1[CH:32]=[CH:31][C:30](B(O)O)=[CH:29][CH:28]=1.C(=O)([O-])[O-].[Na+].[Na+]. The catalyst is CN(C)C=O.O.CCOC(C)=O.Br[Pd](Br)(P(C1C=CC=CC=1)(C1C=CC=CC=1)C1C=CC=CC=1)P(C1C=CC=CC=1)(C1C=CC=CC=1)C1C=CC=CC=1. The product is [CH2:20]([N:12]1[C:13]2[N:14]=[CH:15][NH:16][C:17]=2[C:18]2=[N:19][C:8]([CH2:7][O:6][C:5]3[CH:25]=[CH:26][C:2]([C:30]4[CH:31]=[CH:32][N:27]=[CH:28][CH:29]=4)=[CH:3][CH:4]=3)=[N:9][N:10]2[C:11]1=[O:24])[CH2:21][CH2:22][CH3:23]. The yield is 0.240. (4) The reactants are [NH2:1][C:2]1[C:11]([C:12]([O:14]CC=C)=[O:13])=[C:5]2[N:6]=[CH:7][C:8]([Cl:10])=[CH:9][N:4]2[N:3]=1.C1([SiH3])C=CC=CC=1. The catalyst is C(Cl)Cl.C1C=CC([P]([Pd]([P](C2C=CC=CC=2)(C2C=CC=CC=2)C2C=CC=CC=2)([P](C2C=CC=CC=2)(C2C=CC=CC=2)C2C=CC=CC=2)[P](C2C=CC=CC=2)(C2C=CC=CC=2)C2C=CC=CC=2)(C2C=CC=CC=2)C2C=CC=CC=2)=CC=1. The product is [NH2:1][C:2]1[C:11]([C:12]([OH:14])=[O:13])=[C:5]2[N:6]=[CH:7][C:8]([Cl:10])=[CH:9][N:4]2[N:3]=1. The yield is 0.940. (5) The reactants are [NH2:1][C:2]1[C:3]2[C:4]3[C:5](=[CH:13][N:14]([C@@H:16]4[O:22][C@H:21]([CH2:23][OH:24])[C@@H:19]([OH:20])[C@@:17]4([CH3:25])[OH:18])[N:15]=2)[CH:6]=[CH:7][C:8]=3[C:9](=[O:12])[NH:10][N:11]=1.[Si:26](Cl)([C:29]([CH3:32])([CH3:31])[CH3:30])([CH3:28])[CH3:27].N1C=CN=C1. The catalyst is CN(C=O)C. The product is [NH2:1][C:2]1[C:3]2[C:4]3[C:5](=[CH:13][N:14]([C@@H:16]4[O:22][C@H:21]([CH2:23][O:24][Si:26]([C:29]([CH3:32])([CH3:31])[CH3:30])([CH3:28])[CH3:27])[C@@H:19]([OH:20])[C@@:17]4([CH3:25])[OH:18])[N:15]=2)[CH:6]=[CH:7][C:8]=3[C:9](=[O:12])[NH:10][N:11]=1. The yield is 0.440. (6) The reactants are [CH2:1]([N:8]([CH2:20][C:21]1[CH:26]=[CH:25][CH:24]=[CH:23][CH:22]=1)[C@@H:9]([CH2:12][C:13]1[CH:18]=[CH:17][CH:16]=[C:15]([F:19])[CH:14]=1)[CH2:10][OH:11])[C:2]1[CH:7]=[CH:6][CH:5]=[CH:4][CH:3]=1.CCN(CC)CC. The catalyst is CS(C)=O.O.CCOC(C)=O. The product is [CH2:20]([N:8]([CH2:1][C:2]1[CH:3]=[CH:4][CH:5]=[CH:6][CH:7]=1)[C@@H:9]([CH2:12][C:13]1[CH:18]=[CH:17][CH:16]=[C:15]([F:19])[CH:14]=1)[CH:10]=[O:11])[C:21]1[CH:22]=[CH:23][CH:24]=[CH:25][CH:26]=1. The yield is 0.900.